The task is: Predict the product of the given reaction.. This data is from Forward reaction prediction with 1.9M reactions from USPTO patents (1976-2016). (1) The product is: [CH3:19][O:20][C:21]([C:23]1[C:24]([O:48][CH3:49])=[C:25]2[C:30](=[C:31]([O:37][CH:56]([C:50]3[CH:55]=[CH:54][CH:53]=[CH:52][CH:51]=3)[C:59]3[CH:64]=[CH:63][CH:62]=[CH:61][CH:60]=3)[C:32]=1[C:33]([O:35][CH3:36])=[O:34])[N:29]=[CH:28][CH:27]=[CH:26]2)=[O:22]. Given the reactants CCCC[N+](CCCC)(CCCC)CCCC.[F-].[CH3:19][O:20][C:21]([C:23]1[C:24]([O:48][CH3:49])=[C:25]2[C:30](=[C:31]([O:37][Si](C(C)C)(C(C)C)C(C)C)[C:32]=1[C:33]([O:35][CH3:36])=[O:34])[N:29]=[CH:28][CH:27]=[CH:26]2)=[O:22].[C:50]1([C:56]([C:59]2[CH:64]=[CH:63][CH:62]=[CH:61][CH:60]=2)=[N+]=[N-])[CH:55]=[CH:54][CH:53]=[CH:52][CH:51]=1, predict the reaction product. (2) Given the reactants [NH2:1][C:2]1[C:10]2[C:9]([C:11]3[CH:16]=[C:15]([O:17]C)[CH:14]=[C:13]([Cl:19])[CH:12]=3)=[N:8][C:7]([NH:20][CH:21]3[CH2:23][CH2:22]3)=[N:6][C:5]=2[S:4][C:3]=1[C:24]([NH2:26])=[O:25].B(Br)(Br)Br, predict the reaction product. The product is: [NH2:1][C:2]1[C:10]2[C:9]([C:11]3[CH:16]=[C:15]([OH:17])[CH:14]=[C:13]([Cl:19])[CH:12]=3)=[N:8][C:7]([NH:20][CH:21]3[CH2:23][CH2:22]3)=[N:6][C:5]=2[S:4][C:3]=1[C:24]([NH2:26])=[O:25]. (3) The product is: [Br-:30].[OH:10][C:9]([C:11]1[CH:15]=[CH:14][S:13][CH:12]=1)([C:16]1[CH:20]=[CH:19][S:18][CH:17]=1)[C:4]12[CH2:7][CH2:8][N+:1]([CH2:29][CH2:28][O:27][C:21]3[CH:26]=[CH:25][CH:24]=[CH:23][CH:22]=3)([CH2:6][CH2:5]1)[CH2:2][CH2:3]2. Given the reactants [N:1]12[CH2:8][CH2:7][C:4]([C:9]([C:16]3[CH:20]=[CH:19][S:18][CH:17]=3)([C:11]3[CH:15]=[CH:14][S:13][CH:12]=3)[OH:10])([CH2:5][CH2:6]1)[CH2:3][CH2:2]2.[C:21]1([O:27][CH2:28][CH2:29][Br:30])[CH:26]=[CH:25][CH:24]=[CH:23][CH:22]=1, predict the reaction product.